From a dataset of Forward reaction prediction with 1.9M reactions from USPTO patents (1976-2016). Predict the product of the given reaction. (1) Given the reactants [F:1][C:2]1[CH:3]=[C:4]2[C:9](=[CH:10][CH:11]=1)[N:8]=[C:7]([CH:12]([N:14]1[C:18]3=[N:19][CH:20]=[N:21][C:22]([NH2:23])=[C:17]3[C:16](I)=[N:15]1)[CH3:13])[C:6]([C:25]1[CH:26]=[N:27][CH:28]=[C:29]([F:31])[CH:30]=1)=[CH:5]2.[CH3:32][N:33]1[CH:37]=[C:36](B2OC(C)(C)C(C)(C)O2)[CH:35]=[N:34]1.C(=O)([O-])[O-].[Na+].[Na+], predict the reaction product. The product is: [F:1][C:2]1[CH:3]=[C:4]2[C:9](=[CH:10][CH:11]=1)[N:8]=[C:7]([CH:12]([N:14]1[C:18]3=[N:19][CH:20]=[N:21][C:22]([NH2:23])=[C:17]3[C:16]([C:36]3[CH:35]=[N:34][N:33]([CH3:32])[CH:37]=3)=[N:15]1)[CH3:13])[C:6]([C:25]1[CH:26]=[N:27][CH:28]=[C:29]([F:31])[CH:30]=1)=[CH:5]2. (2) Given the reactants [NH2:1][NH:2][C:3]([C:5]1[N:10]=[CH:9][CH:8]=[CH:7][N:6]=1)=[NH:4].[OH:11][C:12]1[CH:19]=[CH:18][C:17]([OH:20])=[CH:16][C:13]=1[CH:14]=O, predict the reaction product. The product is: [OH:20][C:17]1[CH:18]=[CH:19][C:12]([OH:11])=[C:13]([C:14]2[NH:1][N:2]=[C:3]([C:5]3[N:10]=[CH:9][CH:8]=[CH:7][N:6]=3)[N:4]=2)[CH:16]=1. (3) Given the reactants Cl[CH2:2][C:3]1[C:12]2[C:7](=[C:8]([F:15])[C:9]([OH:14])=[C:10]([F:13])[CH:11]=2)[O:6][C:5](=[O:16])[CH:4]=1.S(=O)(=O)(O)[OH:18], predict the reaction product. The product is: [F:13][C:10]1[C:9]([OH:14])=[C:8]([F:15])[C:7]2[O:6][CH:2]=[C:3]([CH2:4][C:5]([OH:16])=[O:18])[C:12]=2[CH:11]=1. (4) Given the reactants CC(C[AlH]CC(C)C)C.[Cl:10][C@@:11]1([F:40])[C@H:15]([O:16][Si:17]([CH:24]([CH3:26])[CH3:25])([CH:21]([CH3:23])[CH3:22])[CH:18]([CH3:20])[CH3:19])[C@@H:14]([CH2:27][O:28][Si:29]([CH:36]([CH3:38])[CH3:37])([CH:33]([CH3:35])[CH3:34])[CH:30]([CH3:32])[CH3:31])[O:13][C:12]1=[O:39].CO.[C@H](O)(C([O-])=O)[C@@H](O)C([O-])=O.[Na+].[K+], predict the reaction product. The product is: [Cl:10][C@@:11]1([F:40])[C@H:15]([O:16][Si:17]([CH:18]([CH3:19])[CH3:20])([CH:21]([CH3:22])[CH3:23])[CH:24]([CH3:25])[CH3:26])[C@@H:14]([CH2:27][O:28][Si:29]([CH:30]([CH3:32])[CH3:31])([CH:33]([CH3:35])[CH3:34])[CH:36]([CH3:38])[CH3:37])[O:13][CH:12]1[OH:39]. (5) Given the reactants Cl[C:2](=[O:9])[CH2:3][C:4]([O:6][CH2:7][CH3:8])=[O:5].[Cl:10][C:11]1[CH:19]=[C:18]2[C:14]([CH:15]=[C:16]([C:21]([O:23][CH3:24])=[O:22])[N:17]2[CH3:20])=[CH:13][CH:12]=1, predict the reaction product. The product is: [Cl:10][C:11]1[CH:19]=[C:18]2[C:14]([C:15]([C:2](=[O:9])[CH2:3][C:4]([O:6][CH2:7][CH3:8])=[O:5])=[C:16]([C:21]([O:23][CH3:24])=[O:22])[N:17]2[CH3:20])=[CH:13][CH:12]=1. (6) Given the reactants F[C:2]1[CH:7]=[C:6]([N:8]2[CH:13]=[CH:12][CH:11]=[CH:10][C:9]2=[O:14])[CH:5]=[CH:4][C:3]=1[N:15]1[CH2:20][CH2:19][CH2:18][CH:17]([NH:21][S:22]([C:25]2[CH:34]=[CH:33][C:32]3[C:27](=[CH:28][CH:29]=[C:30]([Cl:35])[CH:31]=3)[CH:26]=2)(=[O:24])=[O:23])[C:16]1=[O:36].Br[CH2:38][C:39]([O:41][CH3:42])=[O:40].C(=O)([O-])[O-].[K+].[K+], predict the reaction product. The product is: [CH3:42][O:41][C:39](=[O:40])[CH2:38][N:21]([S:22]([C:25]1[CH:34]=[CH:33][C:32]2[C:27](=[CH:28][CH:29]=[C:30]([Cl:35])[CH:31]=2)[CH:26]=1)(=[O:23])=[O:24])[CH:17]1[CH2:18][CH2:19][CH2:20][N:15]([C:3]2[CH:2]=[CH:7][C:6]([N:8]3[CH:13]=[CH:12][CH:11]=[CH:10][C:9]3=[O:14])=[CH:5][CH:4]=2)[C:16]1=[O:36]. (7) Given the reactants [OH-].[K+].[CH3:3][CH2:4][OH:5].Cl[C:7]1[N:12]=[CH:11][C:10]([C:13]([OH:15])=[O:14])=[CH:9][CH:8]=1.Cl, predict the reaction product. The product is: [CH2:4]([O:5][C:7]1[N:12]=[CH:11][C:10]([C:13]([OH:15])=[O:14])=[CH:9][CH:8]=1)[CH3:3].